Dataset: Forward reaction prediction with 1.9M reactions from USPTO patents (1976-2016). Task: Predict the product of the given reaction. (1) Given the reactants [O:1]1[CH2:5][CH2:4][C:3]([C:6]2[C:7]([CH3:25])=[C:8]([C:16]([C:18]3[CH:19]=[N:20][N:21]([CH3:24])[C:22]=3[OH:23])=[O:17])[CH:9]=[CH:10][C:11]=2[S:12]([CH3:15])(=[O:14])=[O:13])=[N:2]1.C(N(CC)CC)C.[CH3:33][CH2:34][S:35][C:36](Cl)=[O:37].C(OCC)(=O)C, predict the reaction product. The product is: [CH3:25][C:7]1[C:6]([C:3]2[CH2:4][CH2:5][O:1][N:2]=2)=[C:11]([S:12]([CH3:15])(=[O:14])=[O:13])[CH:10]=[CH:9][C:8]=1[C:16]([C:18]1[CH:19]=[N:20][N:21]([CH3:24])[C:22]=1[O:23][C:36]([S:35][CH2:34][CH3:33])=[O:37])=[O:17]. (2) Given the reactants [Cl:1][C:2]1[CH:7]=[CH:6][C:5]([CH3:8])=[CH:4][C:3]=1[NH:9][C:10]1[N:15]2[N:16]=[CH:17][C:18]([C:19]([OH:21])=O)=[C:14]2[N:13]=[CH:12][C:11]=1[C:22]([N:24]1[CH2:29][CH2:28][C:27]2([C:33]3[CH:34]=[CH:35][C:36]([F:38])=[CH:37][C:32]=3[O:31][CH2:30]2)[CH2:26][CH2:25]1)=[O:23].[CH:39]1([S:42]([NH2:45])(=[O:44])=[O:43])[CH2:41][CH2:40]1, predict the reaction product. The product is: [Cl:1][C:2]1[CH:7]=[CH:6][C:5]([CH3:8])=[CH:4][C:3]=1[NH:9][C:10]1[N:15]2[N:16]=[CH:17][C:18]([C:19]([NH:45][S:42]([CH:39]3[CH2:41][CH2:40]3)(=[O:44])=[O:43])=[O:21])=[C:14]2[N:13]=[CH:12][C:11]=1[C:22]([N:24]1[CH2:25][CH2:26][C:27]2([C:33]3[CH:34]=[CH:35][C:36]([F:38])=[CH:37][C:32]=3[O:31][CH2:30]2)[CH2:28][CH2:29]1)=[O:23].